Dataset: Peptide-MHC class I binding affinity with 185,985 pairs from IEDB/IMGT. Task: Regression. Given a peptide amino acid sequence and an MHC pseudo amino acid sequence, predict their binding affinity value. This is MHC class I binding data. (1) The binding affinity (normalized) is 0.0847. The peptide sequence is TKDETREQL. The MHC is HLA-B40:01 with pseudo-sequence HLA-B40:01. (2) The peptide sequence is LACTDPSERV. The MHC is HLA-A02:06 with pseudo-sequence HLA-A02:06. The binding affinity (normalized) is 0.402. (3) The peptide sequence is VLGDDLLEA. The MHC is HLA-A02:01 with pseudo-sequence HLA-A02:01. The binding affinity (normalized) is 0.593.